From a dataset of Full USPTO retrosynthesis dataset with 1.9M reactions from patents (1976-2016). Predict the reactants needed to synthesize the given product. (1) Given the product [Br:1][C:2]1[S:6][C:5]([C:7]([C@H:9]2[CH2:10][CH2:11][C@H:12]([C:15]([O:17][CH2:18][CH3:19])=[O:16])[CH2:13][CH2:14]2)([OH:8])[CH:20]([CH3:22])[CH3:21])=[N:4][CH:3]=1, predict the reactants needed to synthesize it. The reactants are: [Br:1][C:2]1[S:6][C:5]([C:7]([C@H:9]2[CH2:14][CH2:13][C@H:12]([C:15]([O:17][CH2:18][CH3:19])=[O:16])[CH2:11][CH2:10]2)=[O:8])=[N:4][CH:3]=1.[CH:20]([Mg]Br)([CH3:22])[CH3:21]. (2) Given the product [Cl:37][C:34]1[CH:35]=[CH:36][C:31]([NH:1][C:2]2[CH:10]=[C:9]([CH3:11])[C:8]3[NH:7][C@H:6]4[CH2:19][CH2:20][NH:21][CH2:22][C@H:5]4[C:4]=3[CH:3]=2)=[C:32]([F:38])[CH:33]=1, predict the reactants needed to synthesize it. The reactants are: [NH2:1][C:2]1[CH:10]=[C:9]([CH3:11])[C:8]2[N:7](C(OC(C)(C)C)=O)[C@H:6]3[CH2:19][CH2:20][N:21](C(OC(C)(C)C)=O)[CH2:22][C@H:5]3[C:4]=2[CH:3]=1.Br[C:31]1[CH:36]=[CH:35][C:34]([Cl:37])=[CH:33][C:32]=1[F:38]. (3) Given the product [Cl:1][C:2]1[CH:3]=[CH:4][C:5]([CH:8]([C:24]2[CH:25]=[CH:26][CH:27]=[CH:28][CH:29]=2)[N:9]2[CH2:10][CH2:11][NH:12][CH2:13][CH2:14]2)=[CH:6][CH:7]=1, predict the reactants needed to synthesize it. The reactants are: [Cl:1][C:2]1[CH:7]=[CH:6][C:5]([CH:8]([C:24]2[CH:29]=[CH:28][CH:27]=[CH:26][CH:25]=2)[N:9]2[CH2:14][CH2:13][N:12](S(C3C=CC=CC=3)(=O)=O)[CH2:11][CH2:10]2)=[CH:4][CH:3]=1.Br.O. (4) Given the product [Br:1][C:2]1[CH:3]=[N:4][C:5]2[N:6]([N:8]=[C:9]([C:11]([N:26]3[CH2:25][CH2:24][C:23]4[C:28](=[CH:29][CH:30]=[C:21]([C:19]5[CH:18]=[CH:17][N:16]=[C:15]([F:14])[CH:20]=5)[CH:22]=4)[N:27]3[CH3:31])=[O:13])[CH:10]=2)[CH:7]=1, predict the reactants needed to synthesize it. The reactants are: [Br:1][C:2]1[CH:3]=[N:4][C:5]2[N:6]([N:8]=[C:9]([C:11]([OH:13])=O)[CH:10]=2)[CH:7]=1.[F:14][C:15]1[CH:20]=[C:19]([C:21]2[CH:22]=[C:23]3[C:28](=[CH:29][CH:30]=2)[N:27]([CH3:31])[NH:26][CH2:25][CH2:24]3)[CH:18]=[CH:17][N:16]=1. (5) Given the product [Br:12][CH2:10][C:9]([C:6]1[CH:7]=[CH:8][C:3]([CH2:2][OH:1])=[CH:4][CH:5]=1)=[O:11], predict the reactants needed to synthesize it. The reactants are: [OH:1][CH2:2][C:3]1[CH:8]=[CH:7][C:6]([C:9](=[O:11])[CH3:10])=[CH:5][CH:4]=1.[Br-:12].[Br-].[Br-].C([N+](CCCC)(CCCC)CCCC)CCC.C([N+](CCCC)(CCCC)CCCC)CCC.C([N+](CCCC)(CCCC)CCCC)CCC. (6) Given the product [NH2:51][C:4]1[N:3]=[C:2]([F:1])[N:10]=[C:9]2[C:5]=1[N:6]=[C:7]([CH2:40][C:41]1[C:49]([I:50])=[CH:48][C:44]3[O:45][CH2:46][O:47][C:43]=3[CH:42]=1)[N:8]2[CH2:11][CH2:12][N:13]([CH:37]([CH3:39])[CH3:38])[CH2:14][CH2:15][CH2:16][OH:17], predict the reactants needed to synthesize it. The reactants are: [F:1][C:2]1[N:10]=[C:9]2[C:5]([N:6]=[C:7]([CH2:40][C:41]3[C:49]([I:50])=[CH:48][C:44]4[O:45][CH2:46][O:47][C:43]=4[CH:42]=3)[N:8]2[CH2:11][CH2:12][N:13]([CH:37]([CH3:39])[CH3:38])[CH2:14][CH2:15][CH2:16][O:17]C(C2C=CC=CC=2)(C2C=CC=CC=2)C2C=CC=CC=2)=[C:4]([NH2:51])[N:3]=1. (7) Given the product [Br:1][C:2]1[CH:3]=[C:4]2[C:8](=[C:9]([N+:11]([O-:13])=[O:12])[CH:10]=1)[N:7]([S:22]([C:19]1[CH:18]=[CH:17][C:16]([O:15][CH3:14])=[CH:21][CH:20]=1)(=[O:24])=[O:23])[CH2:6][CH2:5]2, predict the reactants needed to synthesize it. The reactants are: [Br:1][C:2]1[CH:3]=[C:4]2[C:8](=[C:9]([N+:11]([O-:13])=[O:12])[CH:10]=1)[NH:7][CH2:6][CH2:5]2.[CH3:14][O:15][C:16]1[CH:21]=[CH:20][C:19]([S:22](Cl)(=[O:24])=[O:23])=[CH:18][CH:17]=1. (8) Given the product [CH3:1][S:2]([C:4]1[CH:5]=[C:6]([CH:10]=[CH:11][CH:12]=1)[C:7]([O:9][CH3:13])=[O:8])=[O:3], predict the reactants needed to synthesize it. The reactants are: [CH3:1][S:2]([C:4]1[CH:5]=[C:6]([CH:10]=[CH:11][CH:12]=1)[C:7]([OH:9])=[O:8])=[O:3].[CH:13]1N=CN(C(N2C=NC=C2)=O)C=1.CO.C(=O)(O)[O-].[Na+]. (9) Given the product [CH2:1]([N:8]1[CH:12]=[C:11]([CH:13]=[O:14])[C:10]([O:15][CH2:16][C:17]2[CH:22]=[CH:21][C:20]([O:23][CH2:24][C:25]3[N:26]=[C:27]([C:31]4[O:32][CH:33]=[CH:34][CH:35]=4)[O:28][C:29]=3[CH3:30])=[C:19]([O:36][CH2:37][C:38]3[CH:39]=[CH:40][CH:41]=[CH:42][CH:43]=3)[CH:18]=2)=[N:9]1)[C:2]1[CH:7]=[CH:6][CH:5]=[CH:4][CH:3]=1, predict the reactants needed to synthesize it. The reactants are: [CH2:1]([N:8]1[CH:12]=[C:11]([CH2:13][OH:14])[C:10]([O:15][CH2:16][C:17]2[CH:22]=[CH:21][C:20]([O:23][CH2:24][C:25]3[N:26]=[C:27]([C:31]4[O:32][CH:33]=[CH:34][CH:35]=4)[O:28][C:29]=3[CH3:30])=[C:19]([O:36][CH2:37][C:38]3[CH:43]=[CH:42][CH:41]=[CH:40][CH:39]=3)[CH:18]=2)=[N:9]1)[C:2]1[CH:7]=[CH:6][CH:5]=[CH:4][CH:3]=1.